From a dataset of Reaction yield outcomes from USPTO patents with 853,638 reactions. Predict the reaction yield, written as a fraction of the theoretical maximum amount of product (1.0 means a 100% yield; for example, 0.34 means a 34% yield). (1) The reactants are Cl.[F:2][C:3]([F:34])([F:33])[C:4]1[CH:5]=[C:6]([CH:26]=[C:27]([C:29]([F:32])([F:31])[F:30])[CH:28]=1)[CH2:7][N:8]([CH3:25])[C:9]([C@@H:11]1[CH2:16][CH2:15][NH:14][CH2:13][C@H:12]1[C:17]1[CH:22]=[CH:21][C:20]([F:23])=[CH:19][C:18]=1[CH3:24])=[O:10].Br[CH2:36][C:37]([O:39][C:40]([CH3:43])([CH3:42])[CH3:41])=[O:38].[Na+].[I-].CCN(CC)CC. The catalyst is CN(C=O)C.O. The yield is 1.00. The product is [F:34][C:3]([F:2])([F:33])[C:4]1[CH:5]=[C:6]([CH:26]=[C:27]([C:29]([F:30])([F:31])[F:32])[CH:28]=1)[CH2:7][N:8]([CH3:25])[C:9]([C@@H:11]1[CH2:16][CH2:15][N:14]([CH2:36][C:37]([O:39][C:40]([CH3:43])([CH3:42])[CH3:41])=[O:38])[CH2:13][C@H:12]1[C:17]1[CH:22]=[CH:21][C:20]([F:23])=[CH:19][C:18]=1[CH3:24])=[O:10]. (2) The reactants are CO[C:3](=[O:13])[C:4]1[C:9]([Cl:10])=[CH:8][CH:7]=[CH:6][C:5]=1[CH2:11]Br.[Cl:14][C:15]1[CH:20]=[CH:19][C:18]([CH:21]([NH2:23])[CH3:22])=[CH:17][CH:16]=1.C([O-])([O-])=O.[K+].[K+].C(OCC)(=O)C. The catalyst is C1(C)C=CC=CC=1.CCCCCC. The product is [Cl:10][C:9]1[CH:8]=[CH:7][CH:6]=[C:5]2[C:4]=1[C:3](=[O:13])[N:23]([CH:21]([C:18]1[CH:19]=[CH:20][C:15]([Cl:14])=[CH:16][CH:17]=1)[CH3:22])[CH2:11]2. The yield is 0.860. (3) The reactants are [O:1]=[S:2]1(=[O:36])[CH2:7][CH2:6][CH:5]([NH:8][S:9]([C:12]2[S:13][C:14]([C:17]3[CH:22]=[CH:21][N:20]=[C:19]4[N:23](S(C5C=CC=CC=5)(=O)=O)[C:24]([CH3:26])=[CH:25][C:18]=34)=[CH:15][CH:16]=2)(=[O:11])=[O:10])[CH2:4][CH2:3]1.[OH-].[Na+].CO. The catalyst is C1COCC1. The product is [O:36]=[S:2]1(=[O:1])[CH2:3][CH2:4][CH:5]([NH:8][S:9]([C:12]2[S:13][C:14]([C:17]3[CH:22]=[CH:21][N:20]=[C:19]4[NH:23][C:24]([CH3:26])=[CH:25][C:18]=34)=[CH:15][CH:16]=2)(=[O:10])=[O:11])[CH2:6][CH2:7]1. The yield is 0.140. (4) The reactants are [CH:1]([NH:14][C:15]1[CH:20]=[CH:19][C:18]([N+:21]([O-:23])=[O:22])=[CH:17][C:16]=1I)([C:8]1[CH:13]=[CH:12][CH:11]=[CH:10][CH:9]=1)[C:2]1[CH:7]=[CH:6][CH:5]=[CH:4][CH:3]=1.[CH3:25][O:26][C:27](=[O:42])[C:28]1[CH:33]=[CH:32][C:31]([O:34][CH2:35][CH2:36][C:37]#[C:38][CH2:39][CH2:40][OH:41])=[CH:30][CH:29]=1.[Li+].[Cl-]. The catalyst is C([O-])(=O)C.[Pd+2].C([O-])(=O)C.CN(C=O)C. The product is [CH3:25][O:26][C:27](=[O:42])[C:28]1[CH:29]=[CH:30][C:31]([O:34][CH2:35][CH2:36][C:37]2[C:16]3[C:15](=[CH:20][CH:19]=[C:18]([N+:21]([O-:23])=[O:22])[CH:17]=3)[N:14]([CH:1]([C:8]3[CH:13]=[CH:12][CH:11]=[CH:10][CH:9]=3)[C:2]3[CH:7]=[CH:6][CH:5]=[CH:4][CH:3]=3)[C:38]=2[CH2:39][CH2:40][OH:41])=[CH:32][CH:33]=1. The yield is 0.710. (5) The reactants are [Cl:1][C:2]1[N:7]=[CH:6][C:5]([N:8]([CH3:24])[C:9](=[O:23])[C:10]([C:13]2[CH:18]=[C:17]([O:19]C)[CH:16]=[C:15]([O:21]C)[CH:14]=2)([CH3:12])[CH3:11])=[C:4]([C:25]2[CH:30]=[CH:29][CH:28]=[CH:27][C:26]=2[CH3:31])[CH:3]=1.C(Cl)Cl. The catalyst is O. The product is [Cl:1][C:2]1[N:7]=[CH:6][C:5]([N:8]([CH3:24])[C:9](=[O:23])[C:10]([C:13]2[CH:18]=[C:17]([OH:19])[CH:16]=[C:15]([OH:21])[CH:14]=2)([CH3:11])[CH3:12])=[C:4]([C:25]2[CH:30]=[CH:29][CH:28]=[CH:27][C:26]=2[CH3:31])[CH:3]=1. The yield is 0.950.